Predict which catalyst facilitates the given reaction. From a dataset of Catalyst prediction with 721,799 reactions and 888 catalyst types from USPTO. (1) Reactant: Cl.[CH3:2][N:3]1[C:11]2[C:6](=[CH:7][CH:8]=[C:9]([O:12][C:13]3[CH:18]=[CH:17][N:16]=[C:15]4[CH:19]=[C:20]([C:22]([N:24]5[CH2:28][CH2:27][C@@H:26]([N:29](C)[C:30](=O)OC(C)(C)C)[CH2:25]5)=[O:23])[S:21][C:14]=34)[CH:10]=2)[C:5]([C:38]([NH:40][CH3:41])=[O:39])=[C:4]1[CH3:42]. Product: [CH3:41][NH:40][C:38]([C:5]1[C:6]2[C:11](=[CH:10][C:9]([O:12][C:13]3[CH:18]=[CH:17][N:16]=[C:15]4[CH:19]=[C:20]([C:22]([N:24]5[CH2:28][CH2:27][CH:26]([NH:29][CH3:30])[CH2:25]5)=[O:23])[S:21][C:14]=34)=[CH:8][CH:7]=2)[N:3]([CH3:2])[C:4]=1[CH3:42])=[O:39]. The catalyst class is: 12. (2) Reactant: [Cl:1][C:2]1[CH:3]=[C:4]([C:17]2[CH:26]=[CH:25][C:20]([C:21]([O:23]C)=[O:22])=[CH:19][C:18]=2[O:27][CH3:28])[CH:5]=[N:6][C:7]=1[O:8][C:9]1[CH:14]=[C:13]([Cl:15])[CH:12]=[C:11]([Cl:16])[CH:10]=1.C1COCC1.[Li+].[OH-].Cl. Product: [Cl:1][C:2]1[CH:3]=[C:4]([C:17]2[CH:26]=[CH:25][C:20]([C:21]([OH:23])=[O:22])=[CH:19][C:18]=2[O:27][CH3:28])[CH:5]=[N:6][C:7]=1[O:8][C:9]1[CH:10]=[C:11]([Cl:16])[CH:12]=[C:13]([Cl:15])[CH:14]=1. The catalyst class is: 72. (3) Reactant: [CH2:1]([O:19][C:20](=[O:31])[CH:21]([NH2:30])[CH2:22][C:23]1[CH:28]=[CH:27][C:26]([NH2:29])=[CH:25][CH:24]=1)[CH2:2][CH2:3][CH2:4][CH2:5][CH2:6][CH2:7][CH2:8][CH2:9][CH2:10][CH2:11][CH2:12][CH2:13][CH2:14][CH2:15][CH2:16][CH2:17][CH3:18].Cl[C:33](Cl)([O:35]C(=O)OC(Cl)(Cl)Cl)Cl.[O:44]1CCOC[CH2:45]1. Product: [CH2:1]([O:19][C:20](=[O:31])[CH:21]([N:30]=[C:45]=[O:44])[CH2:22][C:23]1[CH:28]=[CH:27][C:26]([N:29]=[C:33]=[O:35])=[CH:25][CH:24]=1)[CH2:2][CH2:3][CH2:4][CH2:5][CH2:6][CH2:7][CH2:8][CH2:9][CH2:10][CH2:11][CH2:12][CH2:13][CH2:14][CH2:15][CH2:16][CH2:17][CH3:18]. The catalyst class is: 345. (4) Reactant: [Cl:1][C:2]1[CH:7]=[CH:6][C:5]([CH:8]([C:20]2[CH:25]=[CH:24][C:23]([Cl:26])=[CH:22][CH:21]=2)[C:9]2[CH:10]=[C:11]3[C:16](=[CH:17][CH:18]=2)[N:15]=[CH:14][N:13]=[C:12]3Cl)=[CH:4][CH:3]=1.Cl.[NH2:28][CH2:29][CH2:30][C:31]1[CH:32]=[C:33]([CH:38]=[CH:39][CH:40]=1)[C:34]([O:36][CH3:37])=[O:35]. Product: [Cl:26][C:23]1[CH:24]=[CH:25][C:20]([CH:8]([C:5]2[CH:4]=[CH:3][C:2]([Cl:1])=[CH:7][CH:6]=2)[C:9]2[CH:10]=[C:11]3[C:16](=[CH:17][CH:18]=2)[N:15]=[CH:14][N:13]=[C:12]3[NH:28][CH2:29][CH2:30][C:31]2[CH:32]=[C:33]([CH:38]=[CH:39][CH:40]=2)[C:34]([O:36][CH3:37])=[O:35])=[CH:21][CH:22]=1. The catalyst class is: 41. (5) Reactant: [F:1][C:2]1[CH:3]=[C:4]([CH:6]=[C:7]([O:11][CH3:12])[C:8]=1[O:9][CH3:10])[NH2:5].C(O[CH:16]=[C:17]([C:23]([O:25][CH2:26][CH3:27])=[O:24])[C:18]([O:20][CH2:21][CH3:22])=[O:19])C. Product: [F:1][C:2]1[CH:3]=[C:4]([NH:5][CH:16]=[C:17]([C:18]([O:20][CH2:21][CH3:22])=[O:19])[C:23]([O:25][CH2:26][CH3:27])=[O:24])[CH:6]=[C:7]([O:11][CH3:12])[C:8]=1[O:9][CH3:10]. The catalyst class is: 8. (6) Reactant: CCCC[N+](CCCC)(CCCC)CCCC.[F-].C([Si]([C:26]#[C:27][C:28]1[C:33]([CH2:34][C:35]([O:37][CH3:38])=[O:36])=[CH:32][CH:31]=[CH:30][N:29]=1)(CC)CC)C.CCOC(C)=O. Product: [C:27]([C:28]1[C:33]([CH2:34][C:35]([O:37][CH3:38])=[O:36])=[CH:32][CH:31]=[CH:30][N:29]=1)#[CH:26]. The catalyst class is: 554. (7) Reactant: [F:1][C:2]1[C:3]([C:14](=[CH2:19])[C:15]([O:17][CH3:18])=[O:16])=[C:4]2[C:9](=[CH:10][CH:11]=1)[N:8]=[CH:7][C:6]([O:12][CH3:13])=[N:5]2.[NH:20]1[CH2:25][CH2:24][CH:23]([NH:26][C:27](=[O:33])[O:28][C:29]([CH3:32])([CH3:31])[CH3:30])[CH2:22][CH2:21]1.CN(C)C(N(C)C)=N. Product: [CH3:32][C:29]([O:28][C:27]([NH:26][CH:23]1[CH2:22][CH2:21][N:20]([CH2:19][CH:14]([C:3]2[C:2]([F:1])=[CH:11][CH:10]=[C:9]3[C:4]=2[N:5]=[C:6]([O:12][CH3:13])[CH:7]=[N:8]3)[C:15]([O:17][CH3:18])=[O:16])[CH2:25][CH2:24]1)=[O:33])([CH3:30])[CH3:31]. The catalyst class is: 9.